Dataset: Forward reaction prediction with 1.9M reactions from USPTO patents (1976-2016). Task: Predict the product of the given reaction. (1) Given the reactants [C:1]([O:6]C)(=[O:5])[C:2]([CH3:4])=[O:3].[CH3:8][C:9]([CH:11]=[O:12])=[O:10], predict the reaction product. The product is: [C:1]([OH:6])(=[O:5])[C:2]([CH3:4])=[O:3].[CH3:8][C:9]([CH:11]=[O:12])=[O:10]. (2) Given the reactants [CH3:1][CH:2]1[NH:6][CH2:5][CH:4]([CH2:7][N:8]2[C:16]3[C:11](=[N:12][C:13]([C:17]4[CH:18]=[N:19][N:20]([CH:22]5[CH2:27][CH2:26][CH2:25][CH2:24][O:23]5)[CH:21]=4)=[CH:14][CH:15]=3)[CH:10]=[CH:9]2)[CH2:3]1.O1CCCCC1N1C=C([C:39]2N=[C:43]3[CH:45]=[CH:46]N[C:42]3=[CH:41][CH:40]=2)C=N1.CC1C=CC(S(OCC2CC(C)N(CC3C=CC=CC=3)C2)(=O)=O)=CC=1, predict the reaction product. The product is: [CH2:46]([N:6]1[CH:2]([CH3:1])[CH2:3][CH:4]([CH2:7][N:8]2[C:16]3[C:11](=[N:12][C:13]([C:17]4[CH:18]=[N:19][N:20]([CH:22]5[CH2:27][CH2:26][CH2:25][CH2:24][O:23]5)[CH:21]=4)=[CH:14][CH:15]=3)[CH:10]=[CH:9]2)[CH2:5]1)[C:45]1[CH:39]=[CH:40][CH:41]=[CH:42][CH:43]=1. (3) Given the reactants [NH2:1][C:2]1[N:7]=[C:6]([O:8][CH2:9][C:10]2[CH:15]=[CH:14][C:13]([CH2:16][NH:17][C:18](=[O:23])[C:19]([F:22])([F:21])[F:20])=[CH:12][CH:11]=2)[CH:5]=[C:4]([NH2:24])[N:3]=1.[N:25]([O-])=[O:26].[Na+], predict the reaction product. The product is: [NH2:1][C:2]1[N:7]=[C:6]([O:8][CH2:9][C:10]2[CH:15]=[CH:14][C:13]([CH2:16][NH:17][C:18](=[O:23])[C:19]([F:22])([F:20])[F:21])=[CH:12][CH:11]=2)[C:5]([N:25]=[O:26])=[C:4]([NH2:24])[N:3]=1. (4) The product is: [F:1][C:2]([F:31])([F:30])[C:3]([OH:17])([CH:18]1[CH2:23][CH2:22][CH2:21][CH:20]=[C:19]1[C:24]1[CH:29]=[CH:28][CH:27]=[CH:26][CH:25]=1)[CH:4]=[O:33]. Given the reactants [F:1][C:2]([F:31])([F:30])[C:3]([CH:18]1[CH2:23][CH2:22][CH2:21][CH:20]=[C:19]1[C:24]1[CH:29]=[CH:28][CH:27]=[CH:26][CH:25]=1)([OH:17])[CH:4]=NC1C=CC=C2C=1C=NC(C)=N2.C(=O)(O)[O-:33].[Na+], predict the reaction product. (5) Given the reactants [CH2:1]([C:5]1[N:6]=[C:7](SC)[NH:8][C:9](=[O:26])[C:10]=1[CH2:11][C:12]1[CH:17]=[CH:16][C:15]([C:18]2[C:19]([C:24]#[N:25])=[CH:20][CH:21]=[CH:22][CH:23]=2)=[CH:14][CH:13]=1)[CH2:2][CH2:3][CH3:4], predict the reaction product. The product is: [CH2:1]([C:5]1[N:6]=[CH:7][NH:8][C:9](=[O:26])[C:10]=1[CH2:11][C:12]1[CH:17]=[CH:16][C:15]([C:18]2[C:19]([C:24]#[N:25])=[CH:20][CH:21]=[CH:22][CH:23]=2)=[CH:14][CH:13]=1)[CH2:2][CH2:3][CH3:4]. (6) Given the reactants [CH2:1]([O:8][CH2:9][C@H:10]([OH:15])[CH2:11][CH:12]=[CH:13][CH3:14])[C:2]1[CH:7]=[CH:6][CH:5]=[CH:4][CH:3]=1.[CH2:16]([O:18][CH:19]([O:35][CH2:36][CH3:37])[CH2:20]O[C@H](CC=C)COCC1C=CC=CC=1)[CH3:17], predict the reaction product. The product is: [CH2:16]([O:18][CH:19]([O:35][CH2:36][CH3:37])[CH2:20][O:15][C@H:10]([CH2:11][CH:12]=[CH:13][CH3:14])[CH2:9][O:8][CH2:1][C:2]1[CH:7]=[CH:6][CH:5]=[CH:4][CH:3]=1)[CH3:17]. (7) Given the reactants Cl.[N:2]1([C:8]2[CH:13]=[CH:12][C:11]([NH:14][C:15]([C:17]3[N:18]=[C:19]([C:26]4[CH:31]=[CH:30][CH:29]=[CH:28][CH:27]=4)[O:20][C:21]=3[C:22]([F:25])([F:24])[F:23])=[O:16])=[CH:10][CH:9]=2)[CH2:7][CH2:6][NH:5][CH2:4][CH2:3]1.[C:32]12([C:45](O)=[O:46])[CH2:41][CH:36]3[CH2:37][CH:38]([CH2:40][C:34]([C:42]([OH:44])=[O:43])([CH2:35]3)[CH2:33]1)[CH2:39]2.C(N(CC)CC)C.F[P-](F)(F)(F)(F)F.N1(O[P+](N(C)C)(N(C)C)N(C)C)C2C=CC=CC=2N=N1, predict the reaction product. The product is: [C:26]1([C:19]2[O:20][C:21]([C:22]([F:23])([F:25])[F:24])=[C:17]([C:15]([NH:14][C:11]3[CH:12]=[CH:13][C:8]([N:2]4[CH2:7][CH2:6][N:5]([C:45]([C:32]56[CH2:41][CH:36]7[CH2:37][CH:38]([CH2:40][C:34]([C:42]([OH:44])=[O:43])([CH2:35]7)[CH2:33]5)[CH2:39]6)=[O:46])[CH2:4][CH2:3]4)=[CH:9][CH:10]=3)=[O:16])[N:18]=2)[CH:31]=[CH:30][CH:29]=[CH:28][CH:27]=1. (8) Given the reactants Cl[CH2:2]Br.[Cl:4][C:5]1[CH:10]=[C:9]([C:11]2[CH:16]=[CH:15][C:14]([Cl:17])=[CH:13][CH:12]=2)[CH:8]=[CH:7][C:6]=1[CH2:18][C:19]([C:21]1([Cl:24])[CH2:23][CH2:22]1)=[O:20].[Li]CCCC, predict the reaction product. The product is: [Cl:4][C:5]1[CH:10]=[C:9]([C:11]2[CH:12]=[CH:13][C:14]([Cl:17])=[CH:15][CH:16]=2)[CH:8]=[CH:7][C:6]=1[CH2:18][C:19]1([C:21]2([Cl:24])[CH2:22][CH2:23]2)[CH2:2][O:20]1. (9) Given the reactants [Br:1][C:2]1[CH:14]=[N:13][C:12]2[C:11]3[CH:10]=[CH:9][C:8]([S:15][CH3:16])=[CH:7][C:6]=3[NH:5][C:4]=2[CH:3]=1.C1C(=O)N(Br)C(=[O:20])C1, predict the reaction product. The product is: [Br:1][C:2]1[CH:14]=[N:13][C:12]2[C:11]3[CH:10]=[CH:9][C:8]([S:15]([CH3:16])=[O:20])=[CH:7][C:6]=3[NH:5][C:4]=2[CH:3]=1. (10) Given the reactants Br[C:2]1[CH:7]=[CH:6][CH:5]=[CH:4][C:3]=1[CH3:8].[CH2:9]([NH:13][CH2:14][CH2:15][CH2:16][CH3:17])[CH2:10][CH2:11][CH3:12].CC(C)([O-])C.[Na+], predict the reaction product. The product is: [CH2:9]([N:13]([CH2:14][CH2:15][CH2:16][CH3:17])[C:2]1[CH:7]=[CH:6][CH:5]=[CH:4][C:3]=1[CH3:8])[CH2:10][CH2:11][CH3:12].